Task: Predict the reactants needed to synthesize the given product.. Dataset: Full USPTO retrosynthesis dataset with 1.9M reactions from patents (1976-2016) (1) Given the product [CH2:1]([N:8]1[CH2:9][CH2:10][N:11]([C:14]2[CH:15]=[CH:16][C:17]([C:18]([NH2:19])=[O:22])=[CH:20][CH:21]=2)[CH2:12][CH2:13]1)[C:2]1[CH:3]=[CH:4][CH:5]=[CH:6][CH:7]=1, predict the reactants needed to synthesize it. The reactants are: [CH2:1]([N:8]1[CH2:13][CH2:12][N:11]([C:14]2[CH:21]=[CH:20][C:17]([C:18]#[N:19])=[CH:16][CH:15]=2)[CH2:10][CH2:9]1)[C:2]1[CH:7]=[CH:6][CH:5]=[CH:4][CH:3]=1.[OH-:22].[Na+]. (2) Given the product [CH3:31][CH2:30][O:29][C:24]1[CH:25]=[CH:26][CH:27]=[CH:28][C:23]=1[O:22][CH2:21][CH2:20][NH:19][C@@H:17]([CH2:16][C:10]1[CH:11]=[CH:12][C:13]([O:14][CH3:15])=[C:8]([S:5]([NH2:4])(=[O:7])=[O:6])[CH:9]=1)[CH3:18].[ClH:33], predict the reactants needed to synthesize it. The reactants are: [B].[BH4-].[Na+].[NH2:4][S:5]([C:8]1[CH:9]=[C:10]([CH2:16][C@H:17]([NH:19][C:20](=O)[CH2:21][O:22][C:23]2[CH:28]=[CH:27][CH:26]=[CH:25][C:24]=2[O:29][CH2:30][CH3:31])[CH3:18])[CH:11]=[CH:12][C:13]=1[O:14][CH3:15])(=[O:7])=[O:6].[ClH:33].[OH-].[Na+]. (3) Given the product [Cl:1][C:2]1[C:6]2=[CH:7][CH:8]=[C:9]3[C:14]([O:13][C:12]([C:15]4[CH:20]=[CH:19][CH:18]=[CH:17][CH:16]=4)=[C:11]([I:21])[C:10]3=[O:22])=[C:5]2[N:4]([CH3:23])[N:3]=1, predict the reactants needed to synthesize it. The reactants are: [Cl:1][C:2]1[C:6]2=[CH:7][CH:8]=[C:9]3[C:14]([O:13][C:12]([C:15]4[CH:20]=[CH:19][CH:18]=[CH:17][CH:16]=4)=[C:11]([I:21])[C:10]3=[O:22])=[C:5]2[NH:4][N:3]=1.[C:23](=O)([O-])[O-].[Cs+].[Cs+].IC. (4) Given the product [C:1]([O:9][C@@H:10]1[C@H:14]([CH2:15][O:16][C:17](=[O:24])[C:18]2[CH:23]=[CH:22][CH:21]=[CH:20][CH:19]=2)[O:13][C@H:12]([N:25]2[CH:33]=[N:32][C:31]3[C:26]2=[N:27][CH:28]=[N:29][C:30]=3[NH2:34])[CH2:11]1)(=[O:8])[C:2]1[CH:3]=[CH:4][CH:5]=[CH:6][CH:7]=1, predict the reactants needed to synthesize it. The reactants are: [C:1]([O:9][C@@H:10]1[C@H:14]([CH2:15][O:16][C:17](=[O:24])[C:18]2[CH:23]=[CH:22][CH:21]=[CH:20][CH:19]=2)[O:13][C@H:12]([N:25]2[CH:33]=[N:32][C:31]3[C:26]2=[N:27][CH:28]=[N:29][C:30]=3[NH2:34])[C@H:11]1O)(=[O:8])[C:2]1[CH:7]=[CH:6][CH:5]=[CH:4][CH:3]=1.O(C(Cl)=S)C1C=CC=CC=1.[H-].C[Si]([SiH]([Si](C)(C)C)[Si](C)(C)C)(C)C.CC(N=NC(C#N)(C)C)(C#N)C. (5) Given the product [CH3:20][S:21]([O:12][CH2:11][C:4]1[C:5]2[C:10](=[CH:9][CH:8]=[CH:7][CH:6]=2)[N:1]=[CH:2][CH:3]=1)(=[O:23])=[O:22], predict the reactants needed to synthesize it. The reactants are: [N:1]1[C:10]2[C:5](=[CH:6][CH:7]=[CH:8][CH:9]=2)[C:4]([CH2:11][OH:12])=[CH:3][CH:2]=1.C(N(CC)CC)C.[CH3:20][S:21](Cl)(=[O:23])=[O:22]. (6) Given the product [OH:4][CH2:5][C:6]([NH:8][C@H:9]1[CH2:13][CH2:12][N:11]([C:14]2[CH:19]=[CH:18][C:17]([N:20]3[CH2:24][C@H:23]([CH2:25][O:26][C:27]4[CH:31]=[CH:30][O:29][N:28]=4)[O:22][C:21]3=[O:32])=[CH:16][C:15]=2[F:33])[CH2:10]1)=[O:7], predict the reactants needed to synthesize it. The reactants are: C([O:4][CH2:5][C:6]([NH:8][C@H:9]1[CH2:13][CH2:12][N:11]([C:14]2[CH:19]=[CH:18][C:17]([N:20]3[CH2:24][C@H:23]([CH2:25][O:26][C:27]4[CH:31]=[CH:30][O:29][N:28]=4)[O:22][C:21]3=[O:32])=[CH:16][C:15]=2[F:33])[CH2:10]1)=[O:7])(=O)C.O. (7) Given the product [Cl:16][C:14]1[CH:13]=[CH:12][C:10]2[NH:11][C:7]([CH:5]3[CH2:6][N:3]([C:20]4[C:21]([Cl:25])=[CH:22][N:23]=[C:18]([Cl:17])[N:19]=4)[CH2:4]3)=[N:8][C:9]=2[CH:15]=1, predict the reactants needed to synthesize it. The reactants are: Cl.Cl.[NH:3]1[CH2:6][CH:5]([C:7]2[NH:11][C:10]3[CH:12]=[CH:13][C:14]([Cl:16])=[CH:15][C:9]=3[N:8]=2)[CH2:4]1.[Cl:17][C:18]1[N:23]=[C:22](Cl)[C:21]([Cl:25])=[CH:20][N:19]=1.C(N(CC)CC)C.ClCCl. (8) Given the product [O:29]([C:26]1[CH:25]=[CH:24][C:23]([S:20]([C:14]2([C:17](=[O:18])[NH:48][O:49][CH:37]3[CH2:36][CH2:56][CH2:55][CH2:60][O:61]3)[CH2:13][CH2:12][N:11]([C:9]([O:8][CH2:1][C:2]3[CH:7]=[CH:6][CH:5]=[CH:4][CH:3]=3)=[O:10])[CH2:16][CH2:15]2)(=[O:22])=[O:21])=[CH:28][CH:27]=1)[C:30]1[CH:35]=[CH:34][CH:33]=[CH:32][CH:31]=1, predict the reactants needed to synthesize it. The reactants are: [CH2:1]([O:8][C:9]([N:11]1[CH2:16][CH2:15][C:14]([S:20]([C:23]2[CH:28]=[CH:27][C:26]([O:29][C:30]3[CH:35]=[CH:34][CH:33]=[CH:32][CH:31]=3)=[CH:25][CH:24]=2)(=[O:22])=[O:21])([C:17](O)=[O:18])[CH2:13][CH2:12]1)=[O:10])[C:2]1[CH:7]=[CH:6][CH:5]=[CH:4][CH:3]=1.[CH2:36](Cl)[CH2:37]Cl.C1C=CC2[N:48]([OH:49])N=NC=2C=1.C(N([CH2:55][CH3:56])CC)C.CN([CH:60]=[O:61])C. (9) Given the product [Cl:1][C:2]1[CH:3]=[C:4]([NH:19][C:20]2[C:30]3[CH:29]=[C:28]([CH:31]=[O:32])[CH2:27][CH2:26][NH:25][C:24]=3[N:23]=[CH:22][N:21]=2)[CH:5]=[CH:6][C:7]=1[O:8][C:9]1[CH:14]=[CH:13][CH:12]=[C:11]([C:15]([F:18])([F:16])[F:17])[CH:10]=1, predict the reactants needed to synthesize it. The reactants are: [Cl:1][C:2]1[CH:3]=[C:4]([NH:19][C:20]2[C:30]3[CH:29]=[C:28]([CH2:31][OH:32])[CH2:27][CH2:26][NH:25][C:24]=3[N:23]=[CH:22][N:21]=2)[CH:5]=[CH:6][C:7]=1[O:8][C:9]1[CH:14]=[CH:13][CH:12]=[C:11]([C:15]([F:18])([F:17])[F:16])[CH:10]=1.